This data is from Forward reaction prediction with 1.9M reactions from USPTO patents (1976-2016). The task is: Predict the product of the given reaction. (1) Given the reactants [CH3:1][O:2][CH2:3][CH2:4][O:5][CH2:6][C:7]1[CH:12]=[CH:11][C:10]([C@@H:13]2[C@@H:18]([O:19][CH2:20][C:21]3[CH:22]=[CH:23][C:24]4[O:29][CH2:28][CH2:27][N:26]([CH2:30][CH2:31][CH2:32][O:33][CH3:34])[C:25]=4[CH:35]=3)[CH2:17][N:16]([S:36]([C:39]3[CH:44]=[CH:43][C:42]([CH3:45])=[CH:41][CH:40]=3)(=[O:38])=[O:37])[C@@H:15]([CH2:46][CH:47]([CH2:51][CH3:52])[C:48](O)=[O:49])[CH2:14]2)=[CH:9][CH:8]=1.[CH3:53][NH2:54], predict the reaction product. The product is: [CH3:1][O:2][CH2:3][CH2:4][O:5][CH2:6][C:7]1[CH:8]=[CH:9][C:10]([C@@H:13]2[C@@H:18]([O:19][CH2:20][C:21]3[CH:22]=[CH:23][C:24]4[O:29][CH2:28][CH2:27][N:26]([CH2:30][CH2:31][CH2:32][O:33][CH3:34])[C:25]=4[CH:35]=3)[CH2:17][N:16]([S:36]([C:39]3[CH:44]=[CH:43][C:42]([CH3:45])=[CH:41][CH:40]=3)(=[O:37])=[O:38])[CH:15]([CH2:46][C@H:47]([CH2:51][CH3:52])[C:48]([NH:54][CH3:53])=[O:49])[CH2:14]2)=[CH:11][CH:12]=1. (2) Given the reactants [CH2:1]([N:8]1[CH2:13][CH2:12][CH:11]([N:14]2[CH:22]=[N:21][C:20]3[C:15]2=[N:16][C:17](Cl)=[N:18][C:19]=3[N:23]2[CH2:28][CH2:27][O:26][CH2:25][CH2:24]2)[CH2:10][CH2:9]1)[C:2]1[CH:7]=[CH:6][CH:5]=[CH:4][CH:3]=1.C([O-])(O)=O.[Na+].[NH2:35][C:36]1(B(O)O)[N:41]=[CH:40][CH:39]=[CH:38][NH:37]1, predict the reaction product. The product is: [CH2:1]([N:8]1[CH2:13][CH2:12][CH:11]([N:14]2[CH:22]=[N:21][C:20]3[C:15]2=[N:16][C:17]([C:39]2[CH:38]=[N:37][C:36]([NH2:35])=[N:41][CH:40]=2)=[N:18][C:19]=3[N:23]2[CH2:28][CH2:27][O:26][CH2:25][CH2:24]2)[CH2:10][CH2:9]1)[C:2]1[CH:7]=[CH:6][CH:5]=[CH:4][CH:3]=1.